This data is from Forward reaction prediction with 1.9M reactions from USPTO patents (1976-2016). The task is: Predict the product of the given reaction. (1) Given the reactants C(O[C:5](=[O:7])[CH3:6])(=O)C.[NH2:8][C:9]1[C:10]([CH:23]=[O:24])=[N:11][C:12]([C:15]2[CH:20]=[C:19]([NH2:21])[CH:18]=[CH:17][C:16]=2[CH3:22])=[CH:13][N:14]=1.[N:25]1[CH:30]=[CH:29][CH:28]=[CH:27][CH:26]=1, predict the reaction product. The product is: [NH2:8][C:9]1[N:14]=[CH:13][C:12]([C:15]2[CH:20]=[C:19]([NH:21][C:5](=[O:7])[CH3:6])[CH:18]=[CH:17][C:16]=2[CH3:22])=[N:11][C:10]=1[C:23]([C:27]1[CH:26]=[N:25][CH:30]=[CH:29][CH:28]=1)=[O:24]. (2) Given the reactants FC(F)(F)C(O)=O.[CH2:8]([N:10]([CH2:64][CH3:65])[CH2:11][CH2:12][CH2:13][NH:14][C:15]([C:17]1[CH:18]=[CH:19][C:20]([CH3:63])=[C:21]([C:23]2[CH:28]=[CH:27][C:26]([CH2:29][C@H:30]([NH:45][C:46]([C@H:48]3[CH2:53][CH2:52][C@H:51]([CH2:54][NH:55]C(=O)OC(C)(C)C)[CH2:50][CH2:49]3)=[O:47])[C:31](=[O:44])[NH:32][C:33]3[CH:38]=[CH:37][C:36]([C:39]4[N:40]=[N:41][NH:42][N:43]=4)=[CH:35][CH:34]=3)=[CH:25][CH:24]=2)[CH:22]=1)=[O:16])[CH3:9].[ClH:66], predict the reaction product. The product is: [ClH:66].[NH2:55][CH2:54][C@H:51]1[CH2:52][CH2:53][C@H:48]([C:46]([NH:45][C@H:30]([C:31](=[O:44])[NH:32][C:33]2[CH:38]=[CH:37][C:36]([C:39]3[N:40]=[N:41][NH:42][N:43]=3)=[CH:35][CH:34]=2)[CH2:29][C:26]2[CH:27]=[CH:28][C:23]([C:21]3[C:20]([CH3:63])=[CH:19][CH:18]=[C:17]([C:15]([NH:14][CH2:13][CH2:12][CH2:11][N:10]([CH2:64][CH3:65])[CH2:8][CH3:9])=[O:16])[CH:22]=3)=[CH:24][CH:25]=2)=[O:47])[CH2:49][CH2:50]1. (3) The product is: [CH2:13]([N:9]1[C:10]2[C:5](=[CH:4][CH:3]=[C:2]3[NH:1][N:35]=[CH:12][C:11]3=2)[CH2:6][CH:7]([CH2:19][C:20]([OH:22])=[O:21])[C:8]1=[O:18])[C:14]([CH3:15])([CH3:17])[CH3:16]. Given the reactants [NH2:1][C:2]1[C:11]([CH3:12])=[C:10]2[C:5]([CH2:6][CH:7]([CH2:19][C:20]([O:22]CC)=[O:21])[C:8](=[O:18])[N:9]2[CH2:13][C:14]([CH3:17])([CH3:16])[CH3:15])=[CH:4][CH:3]=1.C(O)(=O)C.C(O[N:35]=O)CC(C)C.[OH-].[Li+], predict the reaction product.